From a dataset of Catalyst prediction with 721,799 reactions and 888 catalyst types from USPTO. Predict which catalyst facilitates the given reaction. (1) Reactant: [Si:1]([O:8][C@H:9]1[CH2:13][N:12]([C:14](=[O:43])[C:15]2[CH:20]=[CH:19][CH:18]=[C:17]([C:21]([C:29]3[CH:34]=[CH:33][CH:32]=[C:31]([F:35])[C:30]=3[C:36]3[CH:41]=[CH:40][CH:39]=[C:38]([CH3:42])[CH:37]=3)(O)[CH2:22][CH2:23][CH2:24][CH2:25][O:26][CH3:27])[CH:16]=2)[CH2:11][C@H:10]1[NH:44][C:45](=[O:51])[O:46][C:47]([CH3:50])([CH3:49])[CH3:48])([C:4]([CH3:7])([CH3:6])[CH3:5])([CH3:3])[CH3:2].CC[N+](S(N=C(OC)[O-])(=O)=O)(CC)CC. Product: [Si:1]([O:8][C@H:9]1[CH2:13][N:12]([C:14](=[O:43])[C:15]2[CH:20]=[CH:19][CH:18]=[C:17](/[C:21](/[C:29]3[CH:34]=[CH:33][CH:32]=[C:31]([F:35])[C:30]=3[C:36]3[CH:41]=[CH:40][CH:39]=[C:38]([CH3:42])[CH:37]=3)=[CH:22]/[CH2:23][CH2:24][CH2:25][O:26][CH3:27])[CH:16]=2)[CH2:11][C@H:10]1[NH:44][C:45](=[O:51])[O:46][C:47]([CH3:50])([CH3:49])[CH3:48])([C:4]([CH3:7])([CH3:6])[CH3:5])([CH3:3])[CH3:2]. The catalyst class is: 11. (2) Reactant: ClC1C=C2C(C(N3CCN(C(NC4C=CC(C(F)(F)F)=CC=4)=O)CC3)=CC=N2)=CC=1.[Cl:31][C:32]1[CH:41]=[C:40]2[C:35]([C:36]([N:42]3[CH2:47][CH2:46][NH:45][CH2:44][CH2:43]3)=[CH:37][CH:38]=[N:39]2)=[CH:34][CH:33]=1.C(N(C(C)C)CC)(C)C.[CH:57]([C:60]1[CH:65]=[CH:64][C:63]([N:66]=[C:67]=[O:68])=[CH:62][CH:61]=1)([CH3:59])[CH3:58]. Product: [Cl:31][C:32]1[CH:41]=[C:40]2[C:35]([C:36]([N:42]3[CH2:47][CH2:46][N:45]([C:67]([NH:66][C:63]4[CH:64]=[CH:65][C:60]([CH:57]([CH3:59])[CH3:58])=[CH:61][CH:62]=4)=[O:68])[CH2:44][CH2:43]3)=[CH:37][CH:38]=[N:39]2)=[CH:34][CH:33]=1. The catalyst class is: 61. (3) The catalyst class is: 2. Product: [Cl:27][C:26]1[C:21]([N:18]2[CH2:17][CH2:16][N:15]([C:13]([C:12]3[C:8]([C:6]4[CH:7]=[C:2]([NH:1][S:33]([CH3:32])(=[O:35])=[O:34])[CH:3]=[CH:4][C:5]=4[O:30][CH3:31])=[N:9][O:10][C:11]=3[CH3:29])=[O:14])[CH2:20][CH2:19]2)=[N:22][CH:23]=[C:24]([Cl:28])[CH:25]=1. Reactant: [NH2:1][C:2]1[CH:3]=[CH:4][C:5]([O:30][CH3:31])=[C:6]([C:8]2[C:12]([C:13]([N:15]3[CH2:20][CH2:19][N:18]([C:21]4[C:26]([Cl:27])=[CH:25][C:24]([Cl:28])=[CH:23][N:22]=4)[CH2:17][CH2:16]3)=[O:14])=[C:11]([CH3:29])[O:10][N:9]=2)[CH:7]=1.[CH3:32][S:33](Cl)(=[O:35])=[O:34].CN1CCOCC1. (4) Reactant: [NH2:1][C:2]1[C:7]([N+:8]([O-])=O)=[CH:6][C:5]([CH2:11][CH:12]([CH3:14])[CH3:13])=[CH:4][N:3]=1. Product: [NH2:1][C:2]1[C:7]([NH2:8])=[CH:6][C:5]([CH2:11][CH:12]([CH3:14])[CH3:13])=[CH:4][N:3]=1. The catalyst class is: 19. (5) Reactant: [CH3:1][C:2]1[CH:11]=[N:10][C:9]2[C:8]([C:12]([O:14]C)=[O:13])=[C:7]([O:16]C)[CH:6]=[CH:5][C:4]=2[N:3]=1.B(Br)(Br)Br. Product: [OH:16][C:7]1[CH:6]=[CH:5][C:4]2[N:3]=[C:2]([CH3:1])[CH:11]=[N:10][C:9]=2[C:8]=1[C:12]([OH:14])=[O:13]. The catalyst class is: 4. (6) Reactant: [CH2:1]([O:8][C:9]1[C:13]([O:14][CH2:15][C:16]2[CH:21]=[CH:20][CH:19]=[CH:18][CH:17]=2)=[C:12]([C:22]([O:24]CC)=[O:23])[N:11]([C:27]2[CH:32]=[CH:31][C:30]([O:33][CH3:34])=[CH:29][CH:28]=2)[C:10]=1[C:35]([O:37]CC)=[O:36])[C:2]1[CH:7]=[CH:6][CH:5]=[CH:4][CH:3]=1.[OH-].[Na+].C1COCC1.Cl. Product: [CH2:1]([O:8][C:9]1[C:13]([O:14][CH2:15][C:16]2[CH:21]=[CH:20][CH:19]=[CH:18][CH:17]=2)=[C:12]([C:22]([OH:24])=[O:23])[N:11]([C:27]2[CH:28]=[CH:29][C:30]([O:33][CH3:34])=[CH:31][CH:32]=2)[C:10]=1[C:35]([OH:37])=[O:36])[C:2]1[CH:3]=[CH:4][CH:5]=[CH:6][CH:7]=1. The catalyst class is: 8. (7) Reactant: [Br:1][C:2]1[CH:14]=[C:13]2[C:5]([C:6]3[CH:7]=[CH:8][C:9](C(OC)=O)=[CH:10][C:11]=3[NH:12]2)=[C:4]([C:19]#[N:20])[CH:3]=1.[CH3:21][Li].C(OC[O:27][CH2:28][CH3:29])C. Product: [Br:1][C:2]1[CH:3]=[C:4]([C:19]#[N:20])[C:5]2[C:6]3[C:11](=[CH:10][C:9]([C:28]([OH:27])([CH3:29])[CH3:21])=[CH:8][CH:7]=3)[NH:12][C:13]=2[CH:14]=1. The catalyst class is: 7.